This data is from Full USPTO retrosynthesis dataset with 1.9M reactions from patents (1976-2016). The task is: Predict the reactants needed to synthesize the given product. (1) Given the product [O:18]=[C:16]1[NH:15][C:14](=[O:19])[CH:13]([CH2:12][C:11]2[CH:20]=[CH:21][C:8]([N:5]3[CH2:6][CH2:7][CH:2]([NH:22][CH2:23][CH:24]([C:26]4[CH:27]=[CH:28][C:29]([OH:37])=[C:30]([NH:32][S:33]([CH3:36])(=[O:35])=[O:34])[CH:31]=4)[OH:25])[CH2:3][CH2:4]3)=[CH:9][CH:10]=2)[S:17]1, predict the reactants needed to synthesize it. The reactants are: O=[C:2]1[CH2:7][CH2:6][N:5]([C:8]2[CH:21]=[CH:20][C:11]([CH2:12][CH:13]3[S:17][C:16](=[O:18])[NH:15][C:14]3=[O:19])=[CH:10][CH:9]=2)[CH2:4][CH2:3]1.[NH2:22][CH2:23][CH:24]([C:26]1[CH:27]=[CH:28][C:29]([OH:37])=[C:30]([NH:32][S:33]([CH3:36])(=[O:35])=[O:34])[CH:31]=1)[OH:25]. (2) Given the product [CH3:30][N:31]([CH3:35])[CH2:32][CH2:33][NH:34][C:27]([C:23]1[C:24]2[C:19](=[N:18][C:17]3[C:26]([N:25]=2)=[C:13]2[CH:12]=[CH:11][CH:10]=[C:9]([O:8][CH2:1][C:2]4[CH:7]=[CH:6][CH:5]=[CH:4][CH:3]=4)[C:14]2=[CH:15][CH:16]=3)[CH:20]=[CH:21][CH:22]=1)=[O:29], predict the reactants needed to synthesize it. The reactants are: [CH2:1]([O:8][C:9]1[C:14]2=[CH:15][CH:16]=[C:17]3[C:26]([N:25]=[C:24]4[C:19]([CH:20]=[CH:21][CH:22]=[C:23]4[C:27]([OH:29])=O)=[N:18]3)=[C:13]2[CH:12]=[CH:11][CH:10]=1)[C:2]1[CH:7]=[CH:6][CH:5]=[CH:4][CH:3]=1.[CH3:30][N:31]([CH3:35])[CH2:32][CH2:33][NH2:34]. (3) The reactants are: [C:1]([C:3]1[C:12]([NH:13][CH:14]([CH3:16])[CH3:15])=[CH:11][C:6]([C:7]([O:9][CH3:10])=[O:8])=[C:5]([CH3:17])[CH:4]=1)#[N:2].OO.C(=O)([O-])[O-:21].[K+].[K+]. Given the product [NH2:2][C:1]([C:3]1[C:12]([NH:13][CH:14]([CH3:15])[CH3:16])=[CH:11][C:6]([C:7]([O:9][CH3:10])=[O:8])=[C:5]([CH3:17])[CH:4]=1)=[O:21], predict the reactants needed to synthesize it. (4) Given the product [F:9][C:6]1[C:5]([CH2:10][NH2:11])=[CH:4][C:3]([CH3:1])=[CH:8][N:7]=1, predict the reactants needed to synthesize it. The reactants are: [CH2:1]([C:3]1[CH:4]=[C:5]([CH2:10][NH2:11])[C:6]([F:9])=[N:7][CH:8]=1)C.Cl.FC1C=CC(C)=CN=1. (5) The reactants are: [NH2:1][C:2]1[CH:7]=[CH:6][C:5]([NH:8][C:9](=[O:15])[O:10][C:11]([CH3:14])([CH3:13])[CH3:12])=[C:4]([C:16]#[N:17])[C:3]=1[Br:18].[C:19]1([Cl:25])[C:23](Cl)=[S+:22][S:21][N:20]=1.[Cl-]. Given the product [C:11]([O:10][C:9](=[O:15])[NH:8][C:5]1[CH:6]=[CH:7][C:2](/[N:1]=[C:23]2/[C:19]([Cl:25])=[N:20][S:21][S:22]/2)=[C:3]([Br:18])[C:4]=1[C:16]#[N:17])([CH3:13])([CH3:14])[CH3:12], predict the reactants needed to synthesize it. (6) Given the product [C:45]([O:48][C:49]1[CH:57]=[C:56]2[C:52]([C@H:53]([CH2:58][Cl:59])[CH2:54][N:55]2[C:36]([C:33]23[CH2:35][C:31]([C:29]([N:26]4[C:27]5[C:23](=[C:22]6[C:41]([CH3:44])=[CH:42][S:43][C:21]6=[C:20]([O:19][P:1]([O:11][CH2:12][C:13]6[CH:14]=[CH:15][CH:16]=[CH:17][CH:18]=6)([O:3][CH2:4][C:5]6[CH:10]=[CH:9][CH:8]=[CH:7][CH:6]=6)=[O:2])[CH:28]=5)[C@H:24]([CH2:39][Cl:40])[CH2:25]4)=[O:30])([CH2:32]2)[CH2:34]3)=[O:37])=[C:51]2[C:60]([CH3:63])=[CH:61][S:62][C:50]=12)(=[O:47])[CH3:46], predict the reactants needed to synthesize it. The reactants are: [P:1]([O:19][C:20]1[CH:28]=[C:27]2[C:23]([C@H:24]([CH2:39][Cl:40])[CH2:25][N:26]2[C:29]([C:31]23[CH2:35][C:33]([C:36](Cl)=[O:37])([CH2:34]2)[CH2:32]3)=[O:30])=[C:22]2[C:41]([CH3:44])=[CH:42][S:43][C:21]=12)([O:11][CH2:12][C:13]1[CH:18]=[CH:17][CH:16]=[CH:15][CH:14]=1)([O:3][CH2:4][C:5]1[CH:10]=[CH:9][CH:8]=[CH:7][CH:6]=1)=[O:2].[C:45]([O:48][C:49]1[CH:57]=[C:56]2[C:52]([C@H:53]([CH2:58][Cl:59])[CH2:54][NH:55]2)=[C:51]2[C:60]([CH3:63])=[CH:61][S:62][C:50]=12)(=[O:47])[CH3:46].C(N(CC)CC)C.C1COCC1.